Dataset: Reaction yield outcomes from USPTO patents with 853,638 reactions. Task: Predict the reaction yield, written as a fraction of the theoretical maximum amount of product (1.0 means a 100% yield; for example, 0.34 means a 34% yield). (1) The reactants are C(O[C:4](=[N:6][C:7](=O)[C:8]1[CH:13]=[CH:12][C:11]([O:14][CH3:15])=[CH:10][CH:9]=1)[CH3:5])C.[NH:17]([C:19]1[N:24]=[CH:23][C:22]([S:25]([NH2:28])(=[O:27])=[O:26])=[CH:21][CH:20]=1)[NH2:18].O. The catalyst is ClCCl.CO. The product is [CH3:15][O:14][C:11]1[CH:10]=[CH:9][C:8]([C:7]2[N:17]([C:19]3[N:24]=[CH:23][C:22]([S:25]([NH2:28])(=[O:27])=[O:26])=[CH:21][CH:20]=3)[N:18]=[C:4]([CH3:5])[N:6]=2)=[CH:13][CH:12]=1. The yield is 0.550. (2) The reactants are [Cl:1][C:2]1[CH:7]=[C:6](Cl)[C:5]([N+:9]([O-:11])=[O:10])=[CH:4][N:3]=1.[F:12][C:13]([F:18])([F:17])[C@@H:14]([NH2:16])[CH3:15].C(N(CC)C(C)C)(C)C. The catalyst is O1CCCC1. The product is [Cl:1][C:2]1[CH:7]=[C:6]([NH:16][C@@H:14]([CH3:15])[C:13]([F:18])([F:17])[F:12])[C:5]([N+:9]([O-:11])=[O:10])=[CH:4][N:3]=1. The yield is 0.920. (3) The reactants are C1C=C(Cl)C=C(C(OO)=O)C=1.[Cl:12][C:13]1[CH:18]=[CH:17][CH:16]=[C:15]([Cl:19])[C:14]=1[N:20]1[CH:31]=[CH:30][C:23]2[N:24]=[C:25](SC)[N:26]=[CH:27][C:22]=2[C:21]1=[O:32].CCN(C(C)C)C(C)C.[CH2:42]([N:44]([CH2:55][CH3:56])[CH2:45][CH2:46][O:47][C:48]1[CH:54]=[CH:53][C:51]([NH2:52])=[CH:50][CH:49]=1)[CH3:43]. The catalyst is C(Cl)Cl.C1(C)C=CC=CC=1. The product is [Cl:12][C:13]1[CH:18]=[CH:17][CH:16]=[C:15]([Cl:19])[C:14]=1[N:20]1[CH:31]=[CH:30][C:23]2[N:24]=[C:25]([NH:52][C:51]3[CH:50]=[CH:49][C:48]([O:47][CH2:46][CH2:45][N:44]([CH2:55][CH3:56])[CH2:42][CH3:43])=[CH:54][CH:53]=3)[N:26]=[CH:27][C:22]=2[C:21]1=[O:32]. The yield is 0.520. (4) The reactants are [C:1]([C:3]1[CH:4]=[C:5]([S:10]([N:13]([CH2:19][C:20]2[CH:25]=[CH:24][C:23]([O:26][CH3:27])=[CH:22][C:21]=2[O:28][CH3:29])[C:14]2[S:18][N:17]=[CH:16][N:15]=2)(=[O:12])=[O:11])[CH:6]=[CH:7][C:8]=1F)#[N:2].[N:30]1[CH:35]=[CH:34][C:33]([C:36]2[CH:37]=[C:38]([C:43]3[CH:48]=[CH:47][C:46]([C:49]([F:52])([F:51])[F:50])=[CH:45][CH:44]=3)[CH:39]=[CH:40][C:41]=2[OH:42])=[CH:32][N:31]=1. No catalyst specified. The yield is 0.790. The product is [C:1]([C:3]1[CH:4]=[C:5]([S:10]([N:13]([CH2:19][C:20]2[CH:25]=[CH:24][C:23]([O:26][CH3:27])=[CH:22][C:21]=2[O:28][CH3:29])[C:14]2[S:18][N:17]=[CH:16][N:15]=2)(=[O:11])=[O:12])[CH:6]=[CH:7][C:8]=1[O:42][C:41]1[CH:40]=[CH:39][C:38]([C:43]2[CH:44]=[CH:45][C:46]([C:49]([F:50])([F:51])[F:52])=[CH:47][CH:48]=2)=[CH:37][C:36]=1[C:33]1[CH:34]=[CH:35][N:30]=[N:31][CH:32]=1)#[N:2]. (5) The reactants are [C:1]([O:5][C:6](=[O:17])[NH:7][C:8]1[N:9]=[C:10]2[N:14]([CH:15]=1)[CH:13]=[C:12](Br)[S:11]2)([CH3:4])([CH3:3])[CH3:2].[CH3:18][O:19][C:20](=[O:53])[NH:21][C@H:22]([C:26]([N:28]1[CH2:32][CH2:31][CH2:30][C@H:29]1[C:33]1[NH:34][C:35]([C:38]2[CH:43]=[CH:42][C:41](B3OC(C)(C)C(C)(C)O3)=[CH:40][CH:39]=2)=[CH:36][N:37]=1)=[O:27])[CH:23]([CH3:25])[CH3:24]. No catalyst specified. The product is [C:1]([O:5][C:6](=[O:17])[NH:7][C:8]1[N:9]=[C:10]2[N:14]([CH:15]=1)[CH:13]=[C:12]([C:41]1[CH:42]=[CH:43][C:38]([C:35]3[NH:34][C:33]([C@@H:29]4[CH2:30][CH2:31][CH2:32][N:28]4[C:26](=[O:27])[C@@H:22]([NH:21][C:20]([O:19][CH3:18])=[O:53])[CH:23]([CH3:25])[CH3:24])=[N:37][CH:36]=3)=[CH:39][CH:40]=1)[S:11]2)([CH3:4])([CH3:3])[CH3:2]. The yield is 0.220. (6) The reactants are O1CCCC1.[CH2:6]([O:8][CH:9]([O:12][CH2:13][CH3:14])[CH2:10][OH:11])[CH3:7].CN(C)C(=O)C.[Cl:21][C:22]1[N:27]=[CH:26][C:25]([F:28])=[CH:24][N:23]=1. The catalyst is O. The product is [CH2:6]([O:8][CH:9]([O:12][CH2:13][CH3:14])[CH2:10][O:11][C:22]1[N:27]=[CH:26][C:25]([F:28])=[CH:24][N:23]=1)[CH3:7].[Cl:21][C:22]1[N:27]=[CH:26][C:25]([O:11][CH2:10][CH:9]([O:12][CH2:13][CH3:14])[O:8][CH2:6][CH3:7])=[CH:24][N:23]=1. The yield is 0.670. (7) The reactants are C([O:3][C:4]([C:6]1C=CC(B(O)O)=C[CH:7]=1)=O)C.NC1[CH2:17][C:18]([C:28](N(CCC)CCC)=[O:29])=[CH:19]C2C=CC(Br)=CC=2N=1.COC(C1C=CC(B(O)O)=CC=1)=O.C(=O)([O-])[O-].[K+].[K+].[C:56]([O:60][C:61]([NH:63][C:64]1[CH2:65][C:66]([C:86](=[O:102])[N:87]([CH2:91][CH2:92][CH2:93][O:94][Si:95]([C:98]([CH3:101])([CH3:100])[CH3:99])([CH3:97])[CH3:96])[CH2:88][CH2:89][CH3:90])=[CH:67][C:68]2[CH:74]=[CH:73][C:72]([C:75]3[CH:85]=[CH:84][C:78]([C:79]([O:81][CH2:82][CH3:83])=[O:80])=[CH:77][CH:76]=3)=[CH:71][C:69]=2[N:70]=1)=[O:62])([CH3:59])([CH3:58])[CH3:57]. The catalyst is C(#N)C.CCOC(C)=O.ClCCl.C(O)(C(F)(F)F)=O.C1C=CC([P]([Pd]([P](C2C=CC=CC=2)(C2C=CC=CC=2)C2C=CC=CC=2)([P](C2C=CC=CC=2)(C2C=CC=CC=2)C2C=CC=CC=2)[P](C2C=CC=CC=2)(C2C=CC=CC=2)C2C=CC=CC=2)(C2C=CC=CC=2)C2C=CC=CC=2)=CC=1. The product is [NH2:63][C:64]1[CH2:65][C:66]([C:86](=[O:102])[N:87]([CH2:91][CH2:92][CH2:93][OH:94])[CH2:88][CH2:89][CH3:90])=[CH:67][C:68]2[CH:74]=[CH:73][C:72]([C:75]3[CH:76]=[CH:77][C:78]([CH2:7][CH2:6][C:4]([O:29][CH2:28][CH:18]([CH3:17])[CH3:19])=[O:3])=[CH:84][CH:85]=3)=[CH:71][C:69]=2[N:70]=1.[C:56]([O:60][C:61]([NH:63][C:64]1[CH2:65][C:66]([C:86](=[O:102])[N:87]([CH2:91][CH2:92][CH2:93][O:94][Si:95]([C:98]([CH3:99])([CH3:101])[CH3:100])([CH3:96])[CH3:97])[CH2:88][CH2:89][CH3:90])=[CH:67][C:68]2[CH:74]=[CH:73][C:72]([C:75]3[CH:85]=[CH:84][C:78]([C:79]([O:81][CH2:82][CH3:83])=[O:80])=[CH:77][CH:76]=3)=[CH:71][C:69]=2[N:70]=1)=[O:62])([CH3:57])([CH3:58])[CH3:59]. The yield is 0.310. (8) The reactants are [N+:1]([C:4]1[CH:5]=[C:6]([NH:10][CH2:11][C:12]2[CH:17]=[CH:16][CH:15]=[C:14]([O:18][C:19]([F:24])([F:23])[CH:20]([F:22])[F:21])[CH:13]=2)[CH:7]=[CH:8][CH:9]=1)([O-:3])=[O:2].[F:25][C:26]([F:31])([F:30])[CH:27]1[O:29][CH2:28]1.FC(F)(F)S([O-])(=O)=O.[Yb+3].FC(F)(F)S([O-])(=O)=O.FC(F)(F)S([O-])(=O)=O. The catalyst is C(#N)C. The product is [N+:1]([C:4]1[CH:5]=[C:6]([N:10]([CH2:11][C:12]2[CH:17]=[CH:16][CH:15]=[C:14]([O:18][C:19]([F:23])([F:24])[CH:20]([F:21])[F:22])[CH:13]=2)[CH2:28][CH:27]([OH:29])[C:26]([F:31])([F:30])[F:25])[CH:7]=[CH:8][CH:9]=1)([O-:3])=[O:2]. The yield is 0.450.